Dataset: Reaction yield outcomes from USPTO patents with 853,638 reactions. Task: Predict the reaction yield, written as a fraction of the theoretical maximum amount of product (1.0 means a 100% yield; for example, 0.34 means a 34% yield). (1) The reactants are [Br:1][C:2]1[C:11]([OH:12])=[C:10]2[C:5]([CH:6]=[CH:7][CH:8]=[N:9]2)=[CH:4][CH:3]=1.N1C=CC=CC=1.[C:19](Cl)(=[O:26])[C:20]1[CH:25]=[CH:24][CH:23]=[CH:22][CH:21]=1. The catalyst is ClCCl. The product is [C:19]([O:12][C:11]1[C:2]([Br:1])=[CH:3][CH:4]=[C:5]2[C:10]=1[N:9]=[CH:8][CH:7]=[CH:6]2)(=[O:26])[C:20]1[CH:25]=[CH:24][CH:23]=[CH:22][CH:21]=1. The yield is 0.400. (2) The reactants are [N:1]1([C:7]2[CH:19]=[C:18]([C:20]([O:22][CH3:23])=[O:21])[C:10]3[NH:11][C:12]([C:14]([F:17])([F:16])[F:15])=[N:13][C:9]=3[CH:8]=2)[CH2:6][CH2:5][O:4][CH2:3][CH2:2]1.C(=O)([O-])[O-].[K+].[K+].Br[CH2:31][C:32]1[CH:37]=[CH:36][CH:35]=[C:34]([C:38]([F:41])([F:40])[F:39])[C:33]=1[CH3:42]. The catalyst is CN(C)C=O. The product is [CH3:42][C:33]1[C:34]([C:38]([F:39])([F:40])[F:41])=[CH:35][CH:36]=[CH:37][C:32]=1[CH2:31][N:13]1[C:9]2[CH:8]=[C:7]([N:1]3[CH2:6][CH2:5][O:4][CH2:3][CH2:2]3)[CH:19]=[C:18]([C:20]([O:22][CH3:23])=[O:21])[C:10]=2[N:11]=[C:12]1[C:14]([F:17])([F:15])[F:16]. The yield is 0.241. (3) The reactants are [Cl:1][C:2]1[CH:9]=[C:8]([O:10][CH2:11][CH2:12][CH2:13][O:14][CH3:15])[CH:7]=[C:6]([F:16])[C:3]=1[CH2:4][OH:5].[C:17]([O:21][C:22]([N:24]1[CH2:29][CH2:28][N:27]([C:30](Cl)=[O:31])[C@H:26]([CH2:33][CH3:34])[CH2:25]1)=[O:23])([CH3:20])([CH3:19])[CH3:18]. No catalyst specified. The product is [Cl:1][C:2]1[CH:9]=[C:8]([O:10][CH2:11][CH2:12][CH2:13][O:14][CH3:15])[CH:7]=[C:6]([F:16])[C:3]=1[CH2:4][O:5][C:30]([N:27]1[CH2:28][CH2:29][N:24]([C:22]([O:21][C:17]([CH3:19])([CH3:18])[CH3:20])=[O:23])[CH2:25][C@H:26]1[CH2:33][CH3:34])=[O:31]. The yield is 0.770. (4) The catalyst is C1COCC1. The yield is 0.710. The reactants are [Cl:1][C:2]1[CH:10]=[CH:9][CH:8]=[CH:7][C:3]=1[C:4]([NH2:6])=[O:5].[C:11](Cl)(=[O:15])C(Cl)=O.[CH:17]([S:19]([C:22]1[CH:31]=[CH:30][C:25]2[N:26]=[C:27]([NH2:29])[S:28][C:24]=2[CH:23]=1)(=[O:21])=[O:20])=[CH2:18]. The product is [Cl:1][C:2]1[CH:10]=[CH:9][CH:8]=[CH:7][C:3]=1[C:4]([NH:6][C:11](=[O:15])[NH:29][C:27]1[S:28][C:24]2[CH:23]=[C:22]([S:19]([CH:17]=[CH2:18])(=[O:21])=[O:20])[CH:31]=[CH:30][C:25]=2[N:26]=1)=[O:5].